From a dataset of Full USPTO retrosynthesis dataset with 1.9M reactions from patents (1976-2016). Predict the reactants needed to synthesize the given product. (1) Given the product [CH:3]([C:4]1[N:5]([CH2:14][O:15][CH2:16][CH2:17][Si:18]([CH3:19])([CH3:21])[CH3:20])[CH:6]=[CH:7][C:8]=1[C:9]([O:11][CH2:12][CH3:13])=[O:10])=[O:2], predict the reactants needed to synthesize it. The reactants are: C[O:2][CH2:3][C:4]1[N:5]([CH2:14][O:15][CH2:16][CH2:17][Si:18]([CH3:21])([CH3:20])[CH3:19])[CH:6]=[CH:7][C:8]=1[C:9]([O:11][CH2:12][CH3:13])=[O:10].BrC1N(COCC[Si](C)(C)C)C(COC)=C(C(OCC)=O)C=1. (2) The reactants are: [O:1]([C:8]1[CH:9]=[C:10]([CH:12]=[CH:13][CH:14]=1)[NH2:11])[C:2]1[CH:7]=[CH:6][CH:5]=[CH:4][CH:3]=1.[OH:15][C:16]1[CH:17]=[C:18]([CH:21]=[CH:22][CH:23]=1)[CH:19]=O.C(O)(=O)C.[BH-](OC(C)=O)(OC(C)=O)OC(C)=O.[Na+].Cl.[OH-].[Na+]. Given the product [O:1]([C:8]1[CH:9]=[C:10]([NH:11][CH2:19][C:18]2[CH:21]=[CH:22][CH:23]=[C:16]([OH:15])[CH:17]=2)[CH:12]=[CH:13][CH:14]=1)[C:2]1[CH:3]=[CH:4][CH:5]=[CH:6][CH:7]=1, predict the reactants needed to synthesize it. (3) Given the product [NH2:1][C:2]([C:4]1[N:8]=[C:7]([C@H:9]([CH2:18][CH2:19][CH2:20][CH:21]2[CH2:22][CH2:23][CH2:24][CH2:25][CH2:26]2)[CH2:10][C:11]([OH:13])=[O:12])[O:6][N:5]=1)=[O:3], predict the reactants needed to synthesize it. The reactants are: [NH2:1][C:2]([C:4]1[N:8]=[C:7]([C@H:9]([CH2:18][CH2:19][CH2:20][C:21]2[CH:26]=[CH:25][CH:24]=[CH:23][CH:22]=2)[CH2:10][C:11]([O:13]C(C)(C)C)=[O:12])[O:6][N:5]=1)=[O:3].FC(F)(F)C(O)=O.